From a dataset of Catalyst prediction with 721,799 reactions and 888 catalyst types from USPTO. Predict which catalyst facilitates the given reaction. (1) Reactant: [C:1]([C@H:5]1[O:9][C:8](=[O:10])[C@@:7]([C@@H:17]2[CH2:21]CC(=O)[CH2:18]2)([C:11]2[CH:16]=[CH:15][CH:14]=[CH:13][CH:12]=2)[O:6]1)([CH3:4])([CH3:3])[CH3:2].F[C:24]([F:35])([F:34])[CH2:25]N(OS(=O)(=O)O)CC. Product: [C:1]([C@H:5]1[O:9][C:8](=[O:10])[C@@:7]([C@@H:17]2[CH2:21][CH2:25][C:24]([F:34])([F:35])[CH2:18]2)([C:11]2[CH:16]=[CH:15][CH:14]=[CH:13][CH:12]=2)[O:6]1)([CH3:4])([CH3:3])[CH3:2]. The catalyst class is: 22. (2) The catalyst class is: 24. Reactant: [Br:1][C:2]1[CH:3]=[C:4]([F:10])[C:5]([CH:8]=O)=[N:6][CH:7]=1.[NH2:11][OH:12].Cl.C([O-])([O-])=O.[Na+].[Na+]. Product: [Br:1][C:2]1[CH:3]=[C:4]([F:10])[C:5]([CH:8]=[N:11][OH:12])=[N:6][CH:7]=1.